From a dataset of Catalyst prediction with 721,799 reactions and 888 catalyst types from USPTO. Predict which catalyst facilitates the given reaction. (1) Reactant: [OH:1][C:2]1[CH:3]=[C:4]([C:8](=[O:41])[CH2:9][N:10]2[C:19](=[O:20])[C:18]3[N:17]([CH2:21][CH:22]=[C:23]([CH3:25])[CH3:24])[C:16]([N:26]4[CH2:31][CH2:30][CH2:29][CH:28]([NH:32][C:33]([O:35][C:36]([CH3:39])([CH3:38])[CH3:37])=[O:34])[CH2:27]4)=[N:15][C:14]=3[N:13]([CH3:40])[C:11]2=[O:12])[CH:5]=[CH:6][CH:7]=1.[C:42]1(OB(O)O)[CH:47]=[CH:46][CH:45]=[CH:44][CH:43]=1.N1C=CC=CC=1. Product: [C:42]1([O:1][C:2]2[CH:3]=[C:4]([C:8](=[O:41])[CH2:9][N:10]3[C:19](=[O:20])[C:18]4[N:17]([CH2:21][CH:22]=[C:23]([CH3:25])[CH3:24])[C:16]([N:26]5[CH2:31][CH2:30][CH2:29][CH:28]([NH:32][C:33]([O:35][C:36]([CH3:39])([CH3:38])[CH3:37])=[O:34])[CH2:27]5)=[N:15][C:14]=4[N:13]([CH3:40])[C:11]3=[O:12])[CH:5]=[CH:6][CH:7]=2)[CH:47]=[CH:46][CH:45]=[CH:44][CH:43]=1. The catalyst class is: 302. (2) Reactant: [NH2:1][CH:2]([C:17]1[CH:22]=[CH:21][CH:20]=[CH:19][CH:18]=1)[C:3]([N:14]([CH3:16])[CH3:15])([CH2:5][O:6][Si:7]([C:10]([CH3:13])([CH3:12])[CH3:11])([CH3:9])[CH3:8])[CH3:4].[CH3:23][C:24]1[C:32]([CH3:33])=[CH:31][CH:30]=[CH:29][C:25]=1[C:26](O)=[O:27].C1(N=C=NC2CCCCC2)CCCCC1.ON1C2C=CC=CC=2N=N1. Product: [CH3:16][N:14]([CH3:15])[C:3]([CH3:4])([CH2:5][O:6][Si:7]([C:10]([CH3:11])([CH3:12])[CH3:13])([CH3:8])[CH3:9])[CH:2]([NH:1][C:26](=[O:27])[C:25]1[CH:29]=[CH:30][CH:31]=[C:32]([CH3:33])[C:24]=1[CH3:23])[C:17]1[CH:22]=[CH:21][CH:20]=[CH:19][CH:18]=1. The catalyst class is: 2. (3) Reactant: [F:1][C:2]1[CH:22]=[CH:21][CH:20]=[CH:19][C:3]=1[CH2:4][C:5]1[N:9]2[CH:10]=[CH:11][CH:12]=[CH:13][C:8]2=[C:7]([C:14](OCC)=[O:15])[N:6]=1.CO.O.[NH2:26][NH2:27]. Product: [F:1][C:2]1[CH:22]=[CH:21][CH:20]=[CH:19][C:3]=1[CH2:4][C:5]1[N:9]2[CH:10]=[CH:11][CH:12]=[CH:13][C:8]2=[C:7]([C:14]([NH:26][NH2:27])=[O:15])[N:6]=1. The catalyst class is: 1.